This data is from Catalyst prediction with 721,799 reactions and 888 catalyst types from USPTO. The task is: Predict which catalyst facilitates the given reaction. (1) The catalyst class is: 7. Reactant: [C:1]1([CH3:13])[C:2]([NH:7][CH2:8][C:9](OC)=[O:10])=[CH:3][CH:4]=[CH:5][CH:6]=1.O.[NH2:15][NH2:16]. Product: [C:1]1([CH3:13])[C:2]([NH:7][CH2:8][C:9]([NH:15][NH2:16])=[O:10])=[CH:3][CH:4]=[CH:5][CH:6]=1. (2) Reactant: Cl[CH2:2][C:3]([O:5][CH2:6][CH3:7])=[O:4].[Br:8][C:9]1[CH:10]=[C:11]([CH:13]=[C:14]([Br:17])[C:15]=1[CH3:16])[NH2:12].C(=O)([O-])[O-].[Li+].[Li+]. Product: [CH2:6]([O:5][C:3](=[O:4])[CH2:2][NH:12][C:11]1[CH:10]=[C:9]([Br:8])[C:15]([CH3:16])=[C:14]([Br:17])[CH:13]=1)[CH3:7]. The catalyst class is: 60. (3) Reactant: [CH3:1][O:2][C:3]1[CH:12]=[C:11]2[C:6]([C:7]([O:13][CH2:14][C:15]3[N:19]4[N:20]=[C:21]([C:24]5[S:28][C:27]([C:29](Cl)=[O:30])=[CH:26][CH:25]=5)[CH:22]=[CH:23][C:18]4=[N:17][N:16]=3)=[CH:8][CH:9]=[N:10]2)=[CH:5][CH:4]=1.[CH2:32]([N:34](C(C)C)[CH:35](C)C)C.CNC. Product: [CH3:1][O:2][C:3]1[CH:12]=[C:11]2[C:6]([C:7]([O:13][CH2:14][C:15]3[N:19]4[N:20]=[C:21]([C:24]5[S:28][C:27]([C:29]([N:34]([CH3:35])[CH3:32])=[O:30])=[CH:26][CH:25]=5)[CH:22]=[CH:23][C:18]4=[N:17][N:16]=3)=[CH:8][CH:9]=[N:10]2)=[CH:5][CH:4]=1. The catalyst class is: 4. (4) Reactant: [N+:1]([C:4]1[CH:8]=[CH:7][NH:6][N:5]=1)([O-:3])=[O:2].[H-].[Na+].[C:11]([O:15][C:16](=[O:19])[CH2:17]Br)([CH3:14])([CH3:13])[CH3:12]. Product: [C:11]([O:15][C:16](=[O:19])[CH2:17][N:6]1[CH:7]=[CH:8][C:4]([N+:1]([O-:3])=[O:2])=[N:5]1)([CH3:14])([CH3:13])[CH3:12]. The catalyst class is: 9. (5) Reactant: [CH2:1]([O:5][C:6]1[CH:11]=[CH:10][C:9]([S:12]([CH:14]([CH:19]2[CH2:24][CH2:23][CH2:22][CH2:21][CH2:20]2)[C:15]([NH:17][OH:18])=[O:16])=[O:13])=[CH:8][CH:7]=1)[C:2]#[C:3][CH3:4].[OH:25]OS([O-])=O.[K+]. Product: [CH2:1]([O:5][C:6]1[CH:7]=[CH:8][C:9]([S:12]([CH:14]([CH:19]2[CH2:24][CH2:23][CH2:22][CH2:21][CH2:20]2)[C:15]([NH:17][OH:18])=[O:16])(=[O:25])=[O:13])=[CH:10][CH:11]=1)[C:2]#[C:3][CH3:4]. The catalyst class is: 200. (6) Reactant: [H-].[Al+3].[Li+].[H-].[H-].[H-].C([O:9][C:10](=O)[C:11]1[CH:16]=[CH:15][CH:14]=[C:13]([C:17]2[N:22]3[N:23]=[C:24]([NH:26][C:27]4[CH:32]=[CH:31][C:30]([O:33][CH2:34][CH2:35][N:36]5[CH2:40][CH2:39][CH2:38][CH2:37]5)=[CH:29][CH:28]=4)[N:25]=[C:21]3[CH:20]=[CH:19][CH:18]=2)[CH:12]=1)C.O. Product: [N:36]1([CH2:35][CH2:34][O:33][C:30]2[CH:29]=[CH:28][C:27]([NH:26][C:24]3[N:25]=[C:21]4[CH:20]=[CH:19][CH:18]=[C:17]([C:13]5[CH:12]=[C:11]([CH2:10][OH:9])[CH:16]=[CH:15][CH:14]=5)[N:22]4[N:23]=3)=[CH:32][CH:31]=2)[CH2:40][CH2:39][CH2:38][CH2:37]1. The catalyst class is: 27. (7) Reactant: Br[C:2]1[CH:9]=[C:6]([CH:7]=[O:8])[C:5]([OH:10])=[CH:4][CH:3]=1.[CH3:11][O:12][C:13]1[CH:14]=[C:15](B(O)O)[CH:16]=[CH:17][CH:18]=1.COCCOC.C(=O)([O-])[O-].[Na+].[Na+]. Product: [OH:10][C:5]1[CH:4]=[CH:3][C:2]([C:17]2[CH:16]=[CH:15][CH:14]=[C:13]([O:12][CH3:11])[CH:18]=2)=[CH:9][C:6]=1[CH:7]=[O:8]. The catalyst class is: 263.